From a dataset of Reaction yield outcomes from USPTO patents with 853,638 reactions. Predict the reaction yield, written as a fraction of the theoretical maximum amount of product (1.0 means a 100% yield; for example, 0.34 means a 34% yield). (1) The product is [CH:14]1([C:17]2[CH:18]=[CH:19][C:20]([CH:25]([C:4]3[CH:9]=[CH:8][C:7]([O:10][CH2:11][CH3:12])=[CH:6][CH:5]=3)[OH:26])=[N:21][C:22]=2[O:23][CH3:24])[CH2:16][CH2:15]1. The catalyst is C1COCC1. The yield is 0.860. The reactants are II.Br[C:4]1[CH:9]=[CH:8][C:7]([O:10][CH2:11][CH3:12])=[CH:6][CH:5]=1.[Mg].[CH:14]1([C:17]2[CH:18]=[CH:19][C:20]([CH:25]=[O:26])=[N:21][C:22]=2[O:23][CH3:24])[CH2:16][CH2:15]1. (2) The reactants are [Br:1][C:2]1[C:10]2[NH:9][CH:8]=[N:7][C:6]=2[C:5](Br)=[CH:4][C:3]=1[NH2:12].[CH3:13][Sn](C)(C)C.[CH:18](Cl)(Cl)Cl.C[N:23]([CH:25]=O)[CH3:24]. The catalyst is Cl[Pd](Cl)([P](C1C=CC=CC=1)(C1C=CC=CC=1)C1C=CC=CC=1)[P](C1C=CC=CC=1)(C1C=CC=CC=1)C1C=CC=CC=1. The product is [Br:1][C:2]1[C:10]2[NH:9][CH:8]=[N:7][C:6]=2[C:5]([CH3:13])=[CH:4][C:3]=1[NH2:12].[CH3:18][C:2]1[C:3]2[NH:12][CH:25]=[N:23][C:24]=2[C:5]([CH3:4])=[CH:6][C:10]=1[NH2:9]. The yield is 0.290. (3) The reactants are [Br:1][C:2]1[CH:10]=[CH:9][C:5]([CH2:6][NH:7][CH3:8])=[C:4]([CH2:11][S:12][CH2:13][CH2:14][CH2:15]C2C=CC=CC=2)[CH:3]=1.C(O[CH2:26][CH3:27])(=O)C.[OH2:28]. The catalyst is CO. The product is [Br:1][C:2]1[CH:10]=[CH:9][C:5]([CH2:6][NH:7][CH3:8])=[C:4]([CH:11]([C:27]2[CH:26]=[CH:4][CH:3]=[CH:2][CH:10]=2)[S:12]([CH2:13][CH2:14][CH3:15])=[O:28])[CH:3]=1. The yield is 0.100. (4) The reactants are [CH3:1][C:2]1([CH3:30])[CH2:29][C:6]2[C:7]3[C:12]([NH:13][C@H:14]4[CH2:19][CH2:18][C@H:17]([NH:20][C:21](=O)OC(C)(C)C)[CH2:16][CH2:15]4)=[N:11][CH:10]=[N:9][C:8]=3[S:28][C:5]=2[CH2:4][CH2:3]1.[H-].[H-].[H-].[H-].[Li+].[Al+3]. The catalyst is C1COCC1. The product is [CH3:1][C:2]1([CH3:30])[CH2:29][C:6]2[C:7]3[C:12]([NH:13][C@H:14]4[CH2:15][CH2:16][C@H:17]([NH:20][CH3:21])[CH2:18][CH2:19]4)=[N:11][CH:10]=[N:9][C:8]=3[S:28][C:5]=2[CH2:4][CH2:3]1. The yield is 0.800.